Task: Predict the product of the given reaction.. Dataset: Forward reaction prediction with 1.9M reactions from USPTO patents (1976-2016) (1) Given the reactants ClC(OCC(C)C)=O.[Cl:9][C:10]1[CH:15]=[CH:14][C:13]([CH:16]([C:36]2[CH:41]=[CH:40][C:39]([Cl:42])=[CH:38][CH:37]=2)[N:17]2[CH2:20][CH:19]([N:21]([S:32]([CH3:35])(=[O:34])=[O:33])[C:22]3[CH:23]=[C:24]([CH:28]=[C:29]([F:31])[CH:30]=3)[C:25](O)=[O:26])[CH2:18]2)=[CH:12][CH:11]=1.C(N(CC)CC)C.[NH2:50][C@@H:51]([CH3:54])[CH2:52][OH:53], predict the reaction product. The product is: [Cl:9][C:10]1[CH:11]=[CH:12][C:13]([CH:16]([C:36]2[CH:41]=[CH:40][C:39]([Cl:42])=[CH:38][CH:37]=2)[N:17]2[CH2:18][CH:19]([N:21]([S:32]([CH3:35])(=[O:34])=[O:33])[C:22]3[CH:23]=[C:24]([CH:28]=[C:29]([F:31])[CH:30]=3)[C:25]([NH:50][CH:51]([CH3:54])[CH2:52][OH:53])=[O:26])[CH2:20]2)=[CH:14][CH:15]=1. (2) Given the reactants [Cl:1][C:2]1[CH:11]=[C:10]2[C:5](C=CC(C)=N2)=[C:4]([C:5]2[CH:10]=[CH:11][C:2]([Cl:1])=[CH:3][CH:4]=2)[C:3]=1O.Br[C:22]1[C:23]([O:33][CH3:34])=[C:24]([CH3:32])[CH:25]=[C:26]2[C:31]=1[N:30]=[CH:29][CH:28]=[CH:27]2, predict the reaction product. The product is: [Cl:1][C:2]1[CH:11]=[CH:10][C:5]([C:22]2[C:23]([O:33][CH3:34])=[C:24]([CH3:32])[CH:25]=[C:26]3[C:31]=2[N:30]=[CH:29][CH:28]=[CH:27]3)=[CH:4][CH:3]=1.